Dataset: Full USPTO retrosynthesis dataset with 1.9M reactions from patents (1976-2016). Task: Predict the reactants needed to synthesize the given product. Given the product [Cl:30][C:31]1[CH:32]=[C:33]([C:37]2[N:40]=[C:27]([CH:13]3[CH2:14][CH:15]([C:17]4[CH:22]=[CH:21][C:20]([C:23]([F:24])([F:25])[F:26])=[CH:19][CH:18]=4)[CH2:16][N:11]([C:9]([N:6]4[CH2:5][CH2:4][CH:3]([C:1]#[N:2])[CH2:8][CH2:7]4)=[O:10])[CH2:12]3)[O:28][N:38]=2)[CH:34]=[CH:35][CH:36]=1, predict the reactants needed to synthesize it. The reactants are: [C:1]([CH:3]1[CH2:8][CH2:7][N:6]([C:9]([N:11]2[CH2:16][CH:15]([C:17]3[CH:22]=[CH:21][C:20]([C:23]([F:26])([F:25])[F:24])=[CH:19][CH:18]=3)[CH2:14][CH:13]([C:27](O)=[O:28])[CH2:12]2)=[O:10])[CH2:5][CH2:4]1)#[N:2].[Cl:30][C:31]1[CH:32]=[C:33]([C:37](=[NH:40])[NH:38]O)[CH:34]=[CH:35][CH:36]=1.